This data is from Full USPTO retrosynthesis dataset with 1.9M reactions from patents (1976-2016). The task is: Predict the reactants needed to synthesize the given product. (1) Given the product [CH3:43][C:35]1[N:34]([CH:29]2[CH2:30][CH:31]3[N:26]([CH2:25][CH2:24][C:15]4([C:18]5[CH:23]=[CH:22][CH:21]=[CH:20][CH:19]=5)[CH2:16][CH2:17][N:12]([C:4]5[NH:45][N:44]=[C:1]([NH2:2])[N:3]=5)[CH2:13][CH2:14]4)[CH:27]([CH2:33][CH2:32]3)[CH2:28]2)[C:38]2[CH:39]=[CH:40][CH:41]=[CH:42][C:37]=2[N:36]=1, predict the reactants needed to synthesize it. The reactants are: [C:1]([N:3]=[C:4]([N:12]1[CH2:17][CH2:16][C:15]([CH2:24][CH2:25][N:26]2[CH:31]3[CH2:32][CH2:33][CH:27]2[CH2:28][CH:29]([N:34]2[C:38]4[CH:39]=[CH:40][CH:41]=[CH:42][C:37]=4[N:36]=[C:35]2[CH3:43])[CH2:30]3)([C:18]2[CH:23]=[CH:22][CH:21]=[CH:20][CH:19]=2)[CH2:14][CH2:13]1)OC1C=CC=CC=1)#[N:2].[NH2:44][NH2:45]. (2) Given the product [Cl:16][C:15]1[C:2]([Cl:1])=[CH:3][C:4]2[N:8]([CH2:31][C:30]3[CH:29]=[CH:28][C:27]([S:24]([CH3:23])(=[O:26])=[O:25])=[CH:34][CH:33]=3)[C:7]([CH2:9][C:10]([F:12])([F:13])[F:11])=[N:6][C:5]=2[CH:14]=1, predict the reactants needed to synthesize it. The reactants are: [Cl:1][C:2]1[C:15]([Cl:16])=[CH:14][C:5]2[NH:6][C:7]([CH2:9][C:10]([F:13])([F:12])[F:11])=[N:8][C:4]=2[CH:3]=1.C(=O)([O-])[O-].[K+].[K+].[CH3:23][S:24]([C:27]1[CH:34]=[CH:33][C:30]([CH2:31]Br)=[CH:29][CH:28]=1)(=[O:26])=[O:25]. (3) Given the product [F:23][C:24]1[CH:25]=[CH:26][C:27]([CH2:30][O:31][C:32]2[CH:37]=[CH:36][N:35]([C:2]3[CH:3]=[CH:4][C:5]4[O:15][C:14]5[CH2:13][CH2:12][CH2:11][N:10]([C:16]([O:18][C:19]([CH3:22])([CH3:21])[CH3:20])=[O:17])[CH2:9][C:8]=5[C:6]=4[CH:7]=3)[C:34](=[O:38])[CH:33]=2)=[N:28][CH:29]=1, predict the reactants needed to synthesize it. The reactants are: Br[C:2]1[CH:3]=[CH:4][C:5]2[O:15][C:14]3[CH2:13][CH2:12][CH2:11][N:10]([C:16]([O:18][C:19]([CH3:22])([CH3:21])[CH3:20])=[O:17])[CH2:9][C:8]=3[C:6]=2[CH:7]=1.[F:23][C:24]1[CH:25]=[CH:26][C:27]([CH2:30][O:31][C:32]2[CH:37]=[CH:36][NH:35][C:34](=[O:38])[CH:33]=2)=[N:28][CH:29]=1. (4) The reactants are: [CH2:1]([O:3][C:4](=[O:15])[C:5]([OH:14])([C:10]([F:13])([F:12])[F:11])[CH2:6][C:7]([CH3:9])=[CH2:8])[CH3:2].[O:16]1[C:20]2[CH:21]=[CH:22][CH:23]=[CH:24][C:19]=2[CH2:18][CH2:17]1.[Al+3].[Cl-].[Cl-].[Cl-]. Given the product [CH2:1]([O:3][C:4](=[O:15])[C:5]([OH:14])([C:10]([F:13])([F:12])[F:11])[CH2:6][C:7]([C:21]1[C:20]2[O:16][CH2:17][CH2:18][C:19]=2[CH:24]=[CH:23][CH:22]=1)([CH3:9])[CH3:8])[CH3:2], predict the reactants needed to synthesize it.